Dataset: Catalyst prediction with 721,799 reactions and 888 catalyst types from USPTO. Task: Predict which catalyst facilitates the given reaction. (1) Reactant: C[N:2]1[C:10]2[C:5](=[CH:6][C:7]([OH:11])=[CH:8][CH:9]=2)[CH:4]=[C:3]1CN(C)CC#C.[Br:18][CH2:19][CH2:20]Br.C(=O)([O-])[O-].[K+].[K+]. Product: [Br:18][CH2:19][CH2:20][O:11][C:7]1[CH:6]=[C:5]2[C:10](=[CH:9][CH:8]=1)[NH:2][CH:3]=[CH:4]2. The catalyst class is: 131. (2) Reactant: [C:1]([O:5][C:6]([NH:8][C@H:9]1[CH2:14][O:13][C@H:12]([CH2:15][C:16](O)=[O:17])[CH2:11][CH2:10]1)=[O:7])([CH3:4])([CH3:3])[CH3:2].CO. Product: [C:1]([O:5][C:6](=[O:7])[NH:8][C@@H:9]1[CH2:10][CH2:11][C@@H:12]([CH2:15][CH2:16][OH:17])[O:13][CH2:14]1)([CH3:4])([CH3:2])[CH3:3]. The catalyst class is: 7. (3) Reactant: [Cl:1][C:2]1[C:7]([CH2:8][C:9]([O:11]C)=[O:10])=[C:6]([N:13]([CH3:15])[CH3:14])[N:5]=[C:4]([CH2:16][C:17]2[CH:22]=[CH:21][C:20]([NH:23][C:24]([C:26]3[CH:35]=[CH:34][C:33]4[C:28](=[CH:29][CH:30]=[CH:31][CH:32]=4)[CH:27]=3)=[O:25])=[CH:19][CH:18]=2)[N:3]=1.[OH-].[Na+].O. Product: [Cl:1][C:2]1[C:7]([CH2:8][C:9]([OH:11])=[O:10])=[C:6]([N:13]([CH3:15])[CH3:14])[N:5]=[C:4]([CH2:16][C:17]2[CH:22]=[CH:21][C:20]([NH:23][C:24]([C:26]3[CH:35]=[CH:34][C:33]4[C:28](=[CH:29][CH:30]=[CH:31][CH:32]=4)[CH:27]=3)=[O:25])=[CH:19][CH:18]=2)[N:3]=1. The catalyst class is: 134. (4) Reactant: [NH:1]1[CH2:6][CH2:5][CH:4]([C:7]([O:9][CH2:10][CH3:11])=[O:8])[CH2:3][CH2:2]1.C([O-])(O)=O.[Na+].[CH2:17](Cl)[C:18]1[CH:23]=[CH:22][CH:21]=[CH:20][CH:19]=1.CCCCCC. Product: [CH2:17]([N:1]1[CH2:6][CH2:5][CH:4]([C:7]([O:9][CH2:10][CH3:11])=[O:8])[CH2:3][CH2:2]1)[C:18]1[CH:23]=[CH:22][CH:21]=[CH:20][CH:19]=1. The catalyst class is: 88.